Dataset: Forward reaction prediction with 1.9M reactions from USPTO patents (1976-2016). Task: Predict the product of the given reaction. (1) Given the reactants [N+](C1C=CC(C=O)=CC=1)([O-])=O.Cl.C[C@@H]1CNCCN1C(OC(C)(C)C)=O.[CH3:27][C@H:28]1[CH2:33][N:32]([CH2:34][C:35]2[CH:40]=[CH:39][C:38]([N+:41]([O-:43])=[O:42])=[CH:37][CH:36]=2)[CH2:31][CH2:30][N:29]1[C:44]([O:46][C:47]([CH3:50])([CH3:49])[CH3:48])=[O:45], predict the reaction product. The product is: [CH3:27][C@@H:28]1[CH2:33][N:32]([CH2:34][C:35]2[CH:36]=[CH:37][C:38]([N+:41]([O-:43])=[O:42])=[CH:39][CH:40]=2)[CH2:31][CH2:30][N:29]1[C:44]([O:46][C:47]([CH3:48])([CH3:50])[CH3:49])=[O:45]. (2) Given the reactants [F:1][C:2]1[C:3]([O:10][CH2:11][Si](C)(C)C)=[C:4]([CH:7]=[CH:8][CH:9]=1)[CH:5]=[O:6].[F-].[Cs+], predict the reaction product. The product is: [F:1][C:2]1[C:3]2[O:10][CH2:11][CH:5]([OH:6])[C:4]=2[CH:7]=[CH:8][CH:9]=1. (3) Given the reactants [NH2:1][C:2]1([CH2:9][C:10]([O:12][CH2:13][CH3:14])=[O:11])[CH2:7][CH2:6][N:5]([CH3:8])[CH2:4][CH2:3]1.CCN(CC)CC.[CH2:22]([C:30]1[O:34][C:33]([C:35](ON2C(=O)CCC2=O)=[O:36])=[CH:32][CH:31]=1)[CH2:23][C:24]1[CH:29]=[CH:28][CH:27]=[CH:26][CH:25]=1, predict the reaction product. The product is: [CH3:8][N:5]1[CH2:4][CH2:3][C:2]([CH2:9][C:10]([O:12][CH2:13][CH3:14])=[O:11])([NH:1][C:35]([C:33]2[O:34][C:30]([CH2:22][CH2:23][C:24]3[CH:29]=[CH:28][CH:27]=[CH:26][CH:25]=3)=[CH:31][CH:32]=2)=[O:36])[CH2:7][CH2:6]1. (4) Given the reactants [CH3:1][C:2]1[C:6]2[CH:7]=[CH:8][C:9]([C:11]([F:14])([F:13])[F:12])=[CH:10][C:5]=2[S:4][C:3]=1[CH:15]([OH:26])[CH2:16][CH2:17][O:18][CH2:19][C:20]1[CH:25]=[CH:24][CH:23]=[CH:22][CH:21]=1.[H-].[Na+].[CH2:29](Br)[CH:30]=[CH2:31].Cl, predict the reaction product. The product is: [CH3:1][C:2]1[C:6]2[CH:7]=[CH:8][C:9]([C:11]([F:12])([F:13])[F:14])=[CH:10][C:5]=2[S:4][C:3]=1[CH:15]([O:26][CH2:31][CH:30]=[CH2:29])[CH2:16][CH2:17][O:18][CH2:19][C:20]1[CH:25]=[CH:24][CH:23]=[CH:22][CH:21]=1. (5) Given the reactants [CH:1]1([CH:7]([N+:23]([O-])=O)[CH:8]([NH:13][CH:14]([C:19]([CH3:22])([CH3:21])[CH3:20])[C:15]([O:17][CH3:18])=[O:16])[C:9]([F:12])([F:11])[F:10])[CH2:6][CH2:5][CH2:4][CH2:3][CH2:2]1, predict the reaction product. The product is: [NH2:23][CH:7]([CH:1]1[CH2:2][CH2:3][CH2:4][CH2:5][CH2:6]1)[CH:8]([NH:13][CH:14]([C:19]([CH3:22])([CH3:20])[CH3:21])[C:15]([O:17][CH3:18])=[O:16])[C:9]([F:12])([F:10])[F:11]. (6) Given the reactants [ClH:1].[ClH:2].[NH2:3][CH:4]([C:17]1[CH:31]=[CH:30][C:20]([C:21]([NH:23][C:24]2[CH:29]=[CH:28][N:27]=[CH:26][CH:25]=2)=[O:22])=[CH:19][CH:18]=1)[CH2:5][N:6]([S:8]([C:11]1[CH:16]=[CH:15][CH:14]=[CH:13][CH:12]=1)(=[O:10])=[O:9])[CH3:7].[C:32]([O:36]C(=O)NC(C1C=CC(C(=O)NC2C=CN=CC=2)=CC=1)C1CCCN1)(C)(C)C, predict the reaction product. The product is: [ClH:1].[ClH:1].[NH2:3][CH:4]([C:17]1[CH:31]=[CH:30][C:20]([C:21]([NH:23][C:24]2[CH:29]=[CH:28][N:27]=[CH:26][CH:25]=2)=[O:22])=[CH:19][CH:18]=1)[CH2:5][N:6]([S:8]([C:11]1[CH:12]=[CH:13][C:14]([O:36][CH3:32])=[CH:15][CH:16]=1)(=[O:10])=[O:9])[CH3:7].[Cl:1][C:14]1[CH:15]=[CH:16][C:11]([S:8]([Cl:2])(=[O:10])=[O:9])=[CH:12][CH:13]=1.